This data is from Catalyst prediction with 721,799 reactions and 888 catalyst types from USPTO. The task is: Predict which catalyst facilitates the given reaction. (1) Reactant: [NH:1]1[C:5]2=[N:6][CH:7]=[CH:8][CH:9]=[C:4]2[C:3]([C:10](=[O:12])[CH3:11])=[N:2]1.[Br:13]Br. Product: [Br:13][CH2:11][C:10]([C:3]1[C:4]2[C:5](=[N:6][CH:7]=[CH:8][CH:9]=2)[NH:1][N:2]=1)=[O:12]. The catalyst class is: 201. (2) Reactant: [CH3:1][O:2][C:3](=[O:27])[CH2:4][CH:5]1[CH2:14][C:13]2[C:8](=[CH:9][C:10]([O:15][CH2:16][CH2:17][NH:18]C(OC(C)(C)C)=O)=[CH:11][CH:12]=2)[NH:7][C:6]1=[O:26].[F:28][C:29]([F:34])([F:33])[C:30]([OH:32])=[O:31]. Product: [F:28][C:29]([F:34])([F:33])[C:30]([OH:32])=[O:31].[CH3:1][O:2][C:3](=[O:27])[CH2:4][CH:5]1[CH2:14][C:13]2[C:8](=[CH:9][C:10]([O:15][CH2:16][CH2:17][NH2:18])=[CH:11][CH:12]=2)[NH:7][C:6]1=[O:26]. The catalyst class is: 2.